This data is from Reaction yield outcomes from USPTO patents with 853,638 reactions. The task is: Predict the reaction yield, written as a fraction of the theoretical maximum amount of product (1.0 means a 100% yield; for example, 0.34 means a 34% yield). (1) The reactants are [Cl:1][C:2]1[C:10]([C:11]2[CH:12]=[CH:13][C:14]([NH2:17])=[N:15][CH:16]=2)=[CH:9][C:5]2[O:6][CH2:7][CH2:8][C:4]=2[CH:3]=1.[Cl:18][C:19]1[CH:27]=[CH:26][CH:25]=[CH:24][C:20]=1[C:21](Cl)=[O:22]. No catalyst specified. The product is [Cl:1][C:2]1[C:10]([C:11]2[CH:12]=[CH:13][C:14]([NH:17][C:21]([C:20]3[CH:24]=[CH:25][CH:26]=[CH:27][C:19]=3[Cl:18])=[O:22])=[N:15][CH:16]=2)=[CH:9][C:5]2[O:6][CH2:7][CH2:8][C:4]=2[CH:3]=1. The yield is 0.697. (2) The reactants are [NH2:1][C@@H:2]([C:4]1[CH:9]=[CH:8][C:7]([NH:10][S:11]([CH3:14])(=[O:13])=[O:12])=[C:6]([CH3:15])[CH:5]=1)[CH3:3].[N:16]1([C:20]2[CH:21]=[C:22]3[C:27](=[CH:28][CH:29]=2)[CH:26]=[C:25]([C:30](O)=[O:31])[CH:24]=[CH:23]3)[CH2:19][CH2:18][CH2:17]1.Cl.CN(C)CCCN=C=NCC.O.ON1C2C=CC=CC=2N=N1.C(N(CC)C(C)C)(C)C.C([O-])(O)=O.[Na+]. The catalyst is CN(C=O)C.CN(C)C1C=CN=CC=1. The product is [CH3:14][S:11]([NH:10][C:7]1[CH:8]=[CH:9][C:4]([C@H:2]([NH:1][C:30]([C:25]2[CH:24]=[CH:23][C:22]3[C:27](=[CH:28][CH:29]=[C:20]([N:16]4[CH2:19][CH2:18][CH2:17]4)[CH:21]=3)[CH:26]=2)=[O:31])[CH3:3])=[CH:5][C:6]=1[CH3:15])(=[O:13])=[O:12]. The yield is 0.300. (3) The reactants are [CH3:1][O:2][C:3]1[CH:4]=[C:5]2[C:9](=[CH:10][CH:11]=1)[NH:8][C:7](=[O:12])[CH2:6]2.[CH:13]([C:15]1[CH:23]=[C:22]2[C:18]([C:19](/[CH:24]=[CH:25]/[C:26]([O:28][CH2:29][CH3:30])=[O:27])=[N:20][NH:21]2)=[CH:17][CH:16]=1)=O. No catalyst specified. The product is [CH3:1][O:2][C:3]1[CH:4]=[C:5]2[C:9](=[CH:10][CH:11]=1)[NH:8][C:7](=[O:12])/[C:6]/2=[CH:13]/[C:15]1[CH:23]=[C:22]2[C:18]([C:19](/[CH:24]=[CH:25]/[C:26]([O:28][CH2:29][CH3:30])=[O:27])=[N:20][NH:21]2)=[CH:17][CH:16]=1. The yield is 0.770.